Dataset: Forward reaction prediction with 1.9M reactions from USPTO patents (1976-2016). Task: Predict the product of the given reaction. (1) Given the reactants [NH2:1][C:2]1[C:10]([O:11][CH3:12])=[CH:9][CH:8]=[CH:7][C:3]=1[C:4]([OH:6])=[O:5].N1C=CC=CC=1.[C:19](Cl)([O:21][CH2:22][C:23]([Cl:26])([Cl:25])[Cl:24])=[O:20], predict the reaction product. The product is: [CH3:12][O:11][C:10]1[C:2]([NH:1][C:19]([O:21][CH2:22][C:23]([Cl:26])([Cl:25])[Cl:24])=[O:20])=[C:3]([CH:7]=[CH:8][CH:9]=1)[C:4]([OH:6])=[O:5]. (2) Given the reactants [CH3:1][C:2]1[NH:3][CH:4]=[CH:5][N:6]=1.[H-].[Na+].[Br:9][CH2:10][CH2:11][CH3:12].[CH3:13][CH:14](O)[CH3:15], predict the reaction product. The product is: [Br-:9].[CH2:10]([N+:3]1[CH:4]=[CH:5][N:6]([CH2:13][CH2:14][CH3:15])[C:2]=1[CH3:1])[CH2:11][CH3:12]. (3) Given the reactants Cl.[CH3:2][CH:3]1[NH:8][CH2:7][CH2:6][N:5]([CH2:9][CH2:10][C:11]2[CH:16]=[CH:15][C:14]([N+:17]([O-:19])=[O:18])=[CH:13][CH:12]=2)[C:4]1=[O:20].[N+:21]([C:24]1[CH:29]=[CH:28][C:27]([CH2:30][CH:31]=O)=[CH:26][CH:25]=1)([O-:23])=[O:22].C(O)C.C([BH3-])#N.[Na+], predict the reaction product. The product is: [CH3:2][CH:3]1[N:8]([CH2:31][CH2:30][C:27]2[CH:26]=[CH:25][C:24]([N+:21]([O-:23])=[O:22])=[CH:29][CH:28]=2)[CH2:7][CH2:6][N:5]([CH2:9][CH2:10][C:11]2[CH:12]=[CH:13][C:14]([N+:17]([O-:19])=[O:18])=[CH:15][CH:16]=2)[C:4]1=[O:20]. (4) Given the reactants [N+:1]([C:4]1[CH:9]=[CH:8][C:7]([C:10]2[N:11]=[C:12]([NH:15]C(=O)C)[NH:13][CH:14]=2)=[CH:6][CH:5]=1)([O-:3])=[O:2].Cl.[OH-].[Na+], predict the reaction product. The product is: [N+:1]([C:4]1[CH:5]=[CH:6][C:7]([C:10]2[N:11]=[C:12]([NH2:15])[NH:13][CH:14]=2)=[CH:8][CH:9]=1)([O-:3])=[O:2]. (5) Given the reactants Br[C:2]1[CH:3]=[CH:4][C:5]([NH2:8])=[N:6][CH:7]=1.[CH3:9][S:10]([O-:12])=[O:11].[Na+].N[C@@H]1CCCC[C@H]1N.CS(C)=O, predict the reaction product. The product is: [CH3:9][S:10]([C:2]1[CH:3]=[CH:4][C:5]([NH2:8])=[N:6][CH:7]=1)(=[O:12])=[O:11]. (6) Given the reactants C[O:2][C:3]1[CH:19]=[CH:18][C:6]2[CH2:7][CH:8]([CH2:13][C:14]([O:16][CH3:17])=[O:15])[C:9](=[O:12])[NH:10][CH2:11][C:5]=2[CH:4]=1.C(C(CC1C=CC(OC)=CC=1CN)CC(OC)=O)(OC)=O.C(N(CC)CC)C, predict the reaction product. The product is: [OH:2][C:3]1[CH:19]=[CH:18][C:6]2[CH2:7][CH:8]([CH2:13][C:14]([O:16][CH3:17])=[O:15])[C:9](=[O:12])[NH:10][CH2:11][C:5]=2[CH:4]=1. (7) Given the reactants [N:1]([CH2:8][CH2:9][OH:10])([CH2:5][CH2:6][OH:7])[CH2:2][CH2:3][OH:4].[C:11]12[C:17](=[CH:18][CH:19]=[CH:20][CH:21]=1)[NH:16]C(=O)[O:14][C:12]2=[O:13].N12CCN(CC1)CC2.CN(C)C=O, predict the reaction product. The product is: [C:12]([OH:14])(=[O:13])[C:11]1[C:17](=[CH:18][CH:19]=[CH:20][CH:21]=1)[NH2:16].[C:12]([OH:14])(=[O:13])[C:11]1[C:17](=[CH:18][CH:19]=[CH:20][CH:21]=1)[NH2:16].[C:12]([OH:14])(=[O:13])[C:11]1[C:17](=[CH:18][CH:19]=[CH:20][CH:21]=1)[NH2:16].[N:1]([CH2:8][CH2:9][OH:10])([CH2:5][CH2:6][OH:7])[CH2:2][CH2:3][OH:4].